The task is: Regression. Given two drug SMILES strings and cell line genomic features, predict the synergy score measuring deviation from expected non-interaction effect.. This data is from NCI-60 drug combinations with 297,098 pairs across 59 cell lines. (1) Drug 1: CN1CCC(CC1)COC2=C(C=C3C(=C2)N=CN=C3NC4=C(C=C(C=C4)Br)F)OC. Drug 2: CNC(=O)C1=NC=CC(=C1)OC2=CC=C(C=C2)NC(=O)NC3=CC(=C(C=C3)Cl)C(F)(F)F. Cell line: LOX IMVI. Synergy scores: CSS=5.42, Synergy_ZIP=-8.70, Synergy_Bliss=-14.9, Synergy_Loewe=-14.7, Synergy_HSA=-13.0. (2) Drug 1: CCN(CC)CCNC(=O)C1=C(NC(=C1C)C=C2C3=C(C=CC(=C3)F)NC2=O)C. Drug 2: CC(C)CN1C=NC2=C1C3=CC=CC=C3N=C2N. Cell line: NCI-H226. Synergy scores: CSS=-3.53, Synergy_ZIP=0.689, Synergy_Bliss=-1.76, Synergy_Loewe=-5.39, Synergy_HSA=-6.40.